From a dataset of Forward reaction prediction with 1.9M reactions from USPTO patents (1976-2016). Predict the product of the given reaction. (1) Given the reactants [C:1]([N:7]([O:19][CH2:20][C:21]1[CH:26]=[CH:25][CH:24]=[CH:23][CH:22]=1)[C:8]1[N:18]=[CH:17][CH:16]=[CH:15][C:9]=1[C:10](OCC)=[O:11])(=[O:6])[CH2:2][C:3]([CH3:5])=[O:4].CC(C)([O-])C.[K+].Cl, predict the reaction product. The product is: [C:3]([C:2]1[C:1](=[O:6])[N:7]([O:19][CH2:20][C:21]2[CH:22]=[CH:23][CH:24]=[CH:25][CH:26]=2)[C:8]2[C:9]([C:10]=1[OH:11])=[CH:15][CH:16]=[CH:17][N:18]=2)(=[O:4])[CH3:5]. (2) Given the reactants Cl.[Cl:2][C:3]1[C:4]2[NH:11][C:10]([C:12]3[CH:22]=[CH:21][C:15]([C:16]([O:18]CC)=[O:17])=[CH:14][CH:13]=3)=[CH:9][C:5]=2[N:6]=[CH:7][N:8]=1.[CH3:23][C:24]1[CH:25]=[C:26]([CH:28]=[CH:29][C:30]=1[O:31][C:32]1[CH:33]=[N:34][C:35]([CH3:38])=[CH:36][CH:37]=1)[NH2:27].C(N(C(C)C)CC)(C)C.CN1CCCC1=O, predict the reaction product. The product is: [ClH:2].[CH3:23][C:24]1[CH:25]=[C:26]([NH:27][C:3]2[C:4]3[NH:11][C:10]([C:12]4[CH:13]=[CH:14][C:15]([C:16]([OH:18])=[O:17])=[CH:21][CH:22]=4)=[CH:9][C:5]=3[N:6]=[CH:7][N:8]=2)[CH:28]=[CH:29][C:30]=1[O:31][C:32]1[CH:33]=[N:34][C:35]([CH3:38])=[CH:36][CH:37]=1. (3) Given the reactants [CH3:1][S:2]([C:5]1([C:8]2[N:13]=[C:12](SC)[N:11]=[C:10]([N:16]3[CH2:21][CH2:20][O:19][CH2:18][CH2:17]3)[CH:9]=2)[CH2:7][CH2:6]1)(=[O:4])=[O:3].[NH:22]1[C:30]2[C:25](=[C:26](B(O)O)[CH:27]=[CH:28][CH:29]=2)[CH:24]=[CH:23]1, predict the reaction product. The product is: [CH3:1][S:2]([C:5]1([C:8]2[CH:9]=[C:10]([N:16]3[CH2:21][CH2:20][O:19][CH2:18][CH2:17]3)[N:11]=[C:12]([C:26]3[CH:27]=[CH:28][CH:29]=[C:30]4[C:25]=3[CH:24]=[CH:23][NH:22]4)[N:13]=2)[CH2:7][CH2:6]1)(=[O:4])=[O:3]. (4) The product is: [CH3:7][N:6]1[C:2]([C:17]([C:19]2[N:23]([CH3:24])[N:22]=[N:21][CH:20]=2)=[O:18])=[CH:3][N:4]=[C:5]1[CH3:8]. Given the reactants Br[C:2]1[N:6]([CH3:7])[C:5]([CH3:8])=[N:4][CH:3]=1.C([Li])CCC.CON(C)[C:17]([C:19]1[N:23]([CH3:24])[N:22]=[N:21][CH:20]=1)=[O:18].[Cl-].[NH4+], predict the reaction product.